Dataset: Peptide-MHC class I binding affinity with 185,985 pairs from IEDB/IMGT. Task: Regression. Given a peptide amino acid sequence and an MHC pseudo amino acid sequence, predict their binding affinity value. This is MHC class I binding data. (1) The peptide sequence is RTLGNFSWF. The MHC is H-2-Db with pseudo-sequence H-2-Db. The binding affinity (normalized) is 0.321. (2) The peptide sequence is NVMGMIGI. The MHC is HLA-A02:06 with pseudo-sequence HLA-A02:06. The binding affinity (normalized) is 0.295. (3) The peptide sequence is KYLFSPNML. The MHC is HLA-A68:02 with pseudo-sequence HLA-A68:02. The binding affinity (normalized) is 0.0847. (4) The peptide sequence is SRQFGFIVL. The MHC is Mamu-B03 with pseudo-sequence Mamu-B03. The binding affinity (normalized) is 0.713. (5) The peptide sequence is QLKDKADFCI. The MHC is HLA-A02:06 with pseudo-sequence HLA-A02:06. The binding affinity (normalized) is 0.0411.